The task is: Predict the reaction yield, written as a fraction of the theoretical maximum amount of product (1.0 means a 100% yield; for example, 0.34 means a 34% yield).. This data is from Reaction yield outcomes from USPTO patents with 853,638 reactions. (1) The reactants are [CH:1]1[C:6](/[CH:7]=[CH:8]/[C:9]([OH:11])=[O:10])=[CH:5][CH:4]=[C:3]([OH:12])[CH:2]=1.[CH2:13]1[CH2:18]CC(N=C=NC2CCCCC2)C[CH2:14]1. The catalyst is C(O)CC.CN(C1C=CN=CC=1)C.C(OCC)(=O)C. The product is [C:9]([O:11][CH2:14][CH2:13][CH3:18])(=[O:10])/[CH:8]=[CH:7]/[C:6]1[CH:5]=[CH:4][C:3]([OH:12])=[CH:2][CH:1]=1. The yield is 0.710. (2) The reactants are [O:1]=[C:2]1[C:6]2[CH:7]=[CH:8][CH:9]=[C:10]([CH2:11][N:12]3[CH2:17][CH2:16][N:15]([C:18]([O:20][C:21]([CH3:24])([CH3:23])[CH3:22])=[O:19])[CH2:14][CH2:13]3)[C:5]=2[O:4][CH2:3]1.[NH:25]1[C:33]2[C:28](=[CH:29][CH:30]=[CH:31][N:32]=2)[C:27]([CH:34]=O)=[CH:26]1. The catalyst is CO.N1CCCCC1. The product is [NH:25]1[C:33]2=[N:32][CH:31]=[CH:30][CH:29]=[C:28]2[C:27](/[CH:34]=[C:3]2\[O:4][C:5]3[C:10]([CH2:11][N:12]4[CH2:13][CH2:14][N:15]([C:18]([O:20][C:21]([CH3:24])([CH3:23])[CH3:22])=[O:19])[CH2:16][CH2:17]4)=[CH:9][CH:8]=[CH:7][C:6]=3[C:2]\2=[O:1])=[CH:26]1. The yield is 0.770.